From a dataset of Catalyst prediction with 721,799 reactions and 888 catalyst types from USPTO. Predict which catalyst facilitates the given reaction. (1) Reactant: [F:1][C:2]1[CH:7]=[CH:6][CH:5]=[C:4]([F:8])[C:3]=1[C:9]1[N:14]=[C:13]([C:15]([OH:17])=O)[CH:12]=[CH:11][C:10]=1[F:18].[NH2:19][C:20]1[C:21]([N:29]2[CH2:34][CH2:33][CH2:32][C@H:31]([NH:35]C(=O)OC(C)(C)C)[CH2:30]2)=[C:22]2[CH2:28][CH2:27][O:26][C:23]2=[N:24][CH:25]=1.CN(C(ON1N=NC2C=CC=NC1=2)=[N+](C)C)C.F[P-](F)(F)(F)(F)F.CCN(C(C)C)C(C)C. Product: [NH2:35][C@H:31]1[CH2:32][CH2:33][CH2:34][N:29]([C:21]2[C:20]([NH:19][C:15]([C:13]3[CH:12]=[CH:11][C:10]([F:18])=[C:9]([C:3]4[C:4]([F:8])=[CH:5][CH:6]=[CH:7][C:2]=4[F:1])[N:14]=3)=[O:17])=[CH:25][N:24]=[C:23]3[O:26][CH2:27][CH2:28][C:22]=23)[CH2:30]1. The catalyst class is: 3. (2) Reactant: [NH2:1][C:2]1[CH:21]=[C:20]([CH2:22][OH:23])[C:5]2[N:6]([C:13]3[CH:18]=[CH:17][C:16]([F:19])=[CH:15][CH:14]=3)[C:7](=[O:12])[C:8]([CH3:11])([CH3:10])[O:9][C:4]=2[CH:3]=1.N1C=CC=C[CH:25]=1.[CH3:30][S:31](Cl)(=[O:33])=[O:32].O. Product: [F:19][C:16]1[CH:15]=[CH:14][C:13]([N:6]2[C:5]3[C:20]([CH2:22][O:23][CH3:25])=[CH:21][C:2]([NH:1][S:31]([CH3:30])(=[O:33])=[O:32])=[CH:3][C:4]=3[O:9][C:8]([CH3:11])([CH3:10])[C:7]2=[O:12])=[CH:18][CH:17]=1.[F:19][C:16]1[CH:15]=[CH:14][C:13]([N:6]2[C:5]3[C:20]([CH2:22][OH:23])=[CH:21][C:2]([NH:1][S:31]([CH3:30])(=[O:33])=[O:32])=[CH:3][C:4]=3[O:9][C:8]([CH3:11])([CH3:10])[C:7]2=[O:12])=[CH:18][CH:17]=1. The catalyst class is: 4. (3) Reactant: [Br:1]Br.N1C=CN=C1.[Br:8][C:9]1[C:10]([O:27][CH3:28])=[N:11][CH:12]=[C:13]([CH2:25]O)[C:14]=1[O:15][C:16]1[CH:17]=[C:18]([CH:21]=[C:22]([Cl:24])[CH:23]=1)[C:19]#[N:20]. Product: [Br:8][C:9]1[C:10]([O:27][CH3:28])=[N:11][CH:12]=[C:13]([CH2:25][Br:1])[C:14]=1[O:15][C:16]1[CH:17]=[C:18]([CH:21]=[C:22]([Cl:24])[CH:23]=1)[C:19]#[N:20]. The catalyst class is: 2. (4) Reactant: [NH2:1][C:2]1[C:10]2[C:9]3[CH:11]=[CH:12][CH:13]=[CH:14][C:8]=3[S:7][C:6]=2[C:5]([C:15]2[CH:16]=[CH:17][CH:18]=[C:19]3[C:24]=2[O:23][C:22]([N:25]2[CH2:30][CH2:29][O:28][CH2:27][CH2:26]2)=[CH:21][C:20]3=[O:31])=[CH:4][CH:3]=1.[H+].[B-:33]([F:37])([F:36])([F:35])[F:34].[N:38](OC(C)(C)C)=O.CCOCC. Product: [F:34][B-:33]([F:37])([F:36])[F:35].[N:25]1([C:22]2[O:23][C:24]3[C:19]([C:20](=[O:31])[CH:21]=2)=[CH:18][CH:17]=[CH:16][C:15]=3[C:5]2[C:6]3[S:7][C:8]4[CH:14]=[CH:13][CH:12]=[CH:11][C:9]=4[C:10]=3[C:2]([N+:1]#[N:38])=[CH:3][CH:4]=2)[CH2:30][CH2:29][O:28][CH2:27][CH2:26]1. The catalyst class is: 14.